Dataset: Catalyst prediction with 721,799 reactions and 888 catalyst types from USPTO. Task: Predict which catalyst facilitates the given reaction. (1) Reactant: Cl.[CH2:2]([O:9][C:10]1[CH:15]=[CH:14][C:13]([NH:16][NH2:17])=[CH:12][CH:11]=1)[C:3]1[CH:8]=[CH:7][CH:6]=[CH:5][CH:4]=1.C[Si](C)(C)[N-][Si](C)(C)C.[Na+].[Br:28][C:29]1[CH:34]=[CH:33][C:32]([O:35][CH3:36])=[CH:31][C:30]=1[CH2:37]Br.O. Product: [CH2:2]([O:9][C:10]1[CH:11]=[CH:12][C:13]([N:16]([CH2:37][C:30]2[CH:31]=[C:32]([O:35][CH3:36])[CH:33]=[CH:34][C:29]=2[Br:28])[NH2:17])=[CH:14][CH:15]=1)[C:3]1[CH:4]=[CH:5][CH:6]=[CH:7][CH:8]=1. The catalyst class is: 1. (2) Reactant: [C:1]([O:14][C@H:15]([CH2:54][O:55][C:56](=[O:68])[CH2:57][CH2:58][CH2:59][CH2:60][CH2:61][CH2:62][CH2:63][CH2:64][CH2:65][CH2:66][CH3:67])[CH2:16][S:17][CH2:18][C@H:19]([NH:36]C(OCC1C2C=CC=CC=2C2C1=CC=CC=2)=O)[C:20](=[O:35])[NH:21][C@@H:22]([CH2:33][CH3:34])[CH2:23][O:24][CH2:25][C:26](=[O:32])[O:27]C(C)(C)C)(=[O:13])[CH2:2][CH2:3][CH2:4][CH2:5][CH2:6][CH2:7][CH2:8][CH2:9][CH2:10][CH2:11][CH3:12]. Product: [NH2:36][C@@H:19]([CH2:18][S:17][CH2:16][C@H:15]([O:14][C:1](=[O:13])[CH2:2][CH2:3][CH2:4][CH2:5][CH2:6][CH2:7][CH2:8][CH2:9][CH2:10][CH2:11][CH3:12])[CH2:54][O:55][C:56](=[O:68])[CH2:57][CH2:58][CH2:59][CH2:60][CH2:61][CH2:62][CH2:63][CH2:64][CH2:65][CH2:66][CH3:67])[C:20](=[O:35])[NH:21][C@@H:22]([CH2:33][CH3:34])[CH2:23][O:24][CH2:25][C:26]([OH:32])=[O:27]. The catalyst class is: 137.